Dataset: Peptide-MHC class I binding affinity with 185,985 pairs from IEDB/IMGT. Task: Regression. Given a peptide amino acid sequence and an MHC pseudo amino acid sequence, predict their binding affinity value. This is MHC class I binding data. The peptide sequence is IPFNVVTAM. The MHC is HLA-B51:01 with pseudo-sequence HLA-B51:01. The binding affinity (normalized) is 0.228.